This data is from Full USPTO retrosynthesis dataset with 1.9M reactions from patents (1976-2016). The task is: Predict the reactants needed to synthesize the given product. (1) Given the product [CH3:1][NH:2][S:3]([C:6]1[CH:7]=[C:8]([O:12][C:13]2[CH:18]=[CH:17][C:16]([NH2:19])=[CH:15][CH:14]=2)[CH:9]=[CH:10][CH:11]=1)(=[O:4])=[O:5], predict the reactants needed to synthesize it. The reactants are: [CH3:1][NH:2][S:3]([C:6]1[CH:7]=[C:8]([O:12][C:13]2[CH:18]=[CH:17][C:16]([N+:19]([O-])=O)=[CH:15][CH:14]=2)[CH:9]=[CH:10][CH:11]=1)(=[O:5])=[O:4]. (2) Given the product [Br:14][C:2]1[CH:3]=[CH:4][C:5]([C:10]([CH3:13])([CH3:12])[CH3:11])=[C:6]([CH:9]=1)[C:7]#[N:8], predict the reactants needed to synthesize it. The reactants are: N[C:2]1[CH:3]=[CH:4][C:5]([C:10]([CH3:13])([CH3:12])[CH3:11])=[C:6]([CH:9]=1)[C:7]#[N:8].[BrH:14].N([O-])=O.[Na+].C([O-])(O)=O.[Na+]. (3) Given the product [Cl:30][C:29]1[C:24]2[N:23]=[C:22]([CH3:31])[N:21]([C:15]3[CH:16]=[C:17]([O:20][C:2]4[CH:7]=[C:6]([S:8]([CH3:11])(=[O:10])=[O:9])[CH:5]=[C:4]([F:12])[CH:3]=4)[CH:18]=[CH:19][C:14]=3[Cl:13])[C:25]=2[CH:26]=[CH:27][CH:28]=1, predict the reactants needed to synthesize it. The reactants are: F[C:2]1[CH:7]=[C:6]([S:8]([CH3:11])(=[O:10])=[O:9])[CH:5]=[C:4]([F:12])[CH:3]=1.[Cl:13][C:14]1[CH:19]=[CH:18][C:17]([OH:20])=[CH:16][C:15]=1[N:21]1[C:25]2[CH:26]=[CH:27][CH:28]=[C:29]([Cl:30])[C:24]=2[N:23]=[C:22]1[CH3:31]. (4) Given the product [CH:1]1([CH:7]([NH:22][C:23]2[CH:24]=[CH:25][C:26]([C:27]([O:29][CH3:30])=[O:28])=[CH:31][CH:32]=2)[C:9]2[O:10][C:11]3[CH:20]=[CH:19][C:18]([F:21])=[CH:17][C:12]=3[C:13]=2[CH2:14][O:15][CH3:16])[CH2:6][CH2:5][CH2:4][CH2:3][CH2:2]1, predict the reactants needed to synthesize it. The reactants are: [CH:1]1([C:7]([C:9]2[O:10][C:11]3[CH:20]=[CH:19][C:18]([F:21])=[CH:17][C:12]=3[C:13]=2[CH2:14][O:15][CH3:16])=O)[CH2:6][CH2:5][CH2:4][CH2:3][CH2:2]1.[NH2:22][C:23]1[CH:32]=[CH:31][C:26]([C:27]([O:29][CH3:30])=[O:28])=[CH:25][CH:24]=1.C(=O)([O-])O.[Na+].C([BH3-])#N.[Na+]. (5) Given the product [NH2:2][C:3]1[C:12]2[N:13]=[C:14]([CH2:39][CH2:40][O:41][CH3:42])[N:15]([CH2:16][CH2:17][CH2:18][N:19]([CH2:24][C:25]3[CH:26]=[C:27]([CH:36]=[CH:37][CH:38]=3)[O:28][C:29]3([C:32]([O:34][CH3:35])=[O:33])[CH2:31][CH2:30]3)[C:20](=[O:23])[CH2:21][N:45]([CH2:46][CH3:47])[CH2:43][CH3:44])[C:11]=2[C:10]2[CH:9]=[CH:8][CH:7]=[CH:6][C:5]=2[N:4]=1, predict the reactants needed to synthesize it. The reactants are: Cl.[NH2:2][C:3]1[C:12]2[N:13]=[C:14]([CH2:39][CH2:40][O:41][CH3:42])[N:15]([CH2:16][CH2:17][CH2:18][N:19]([CH2:24][C:25]3[CH:26]=[C:27]([CH:36]=[CH:37][CH:38]=3)[O:28][C:29]3([C:32]([O:34][CH3:35])=[O:33])[CH2:31][CH2:30]3)[C:20](=[O:23])[CH2:21]Cl)[C:11]=2[C:10]2[CH:9]=[CH:8][CH:7]=[CH:6][C:5]=2[N:4]=1.[CH2:43]([NH:45][CH2:46][CH3:47])[CH3:44].